The task is: Predict the product of the given reaction.. This data is from Forward reaction prediction with 1.9M reactions from USPTO patents (1976-2016). (1) Given the reactants [Cl:1][C:2]1[CH:11]=[C:10]2[C:5]([CH2:6][CH:7]([CH2:19][OH:20])[N:8]([C:12]([O:14][C:15]([CH3:18])([CH3:17])[CH3:16])=[O:13])[CH2:9]2)=[CH:4][CH:3]=1.CC(OI1(OC(C)=O)(OC(C)=O)OC(=O)C2C=CC=CC1=2)=O, predict the reaction product. The product is: [Cl:1][C:2]1[CH:11]=[C:10]2[C:5]([CH2:6][CH:7]([CH:19]=[O:20])[N:8]([C:12]([O:14][C:15]([CH3:16])([CH3:17])[CH3:18])=[O:13])[CH2:9]2)=[CH:4][CH:3]=1. (2) Given the reactants [CH3:1][O:2][C:3]([NH:5][C@H:6]([C:10]([N:12]1[C@@H:16](C)[CH2:15][CH2:14][C@H:13]1[C:18]1[NH:22][C:21]2[C:23]3[C:28]([CH:29]=[CH:30][C:20]=2[N:19]=1)=[CH:27][C:26]1[C:31]2[C:36]([CH2:37][O:38][C:25]=1[CH:24]=3)=[CH:35][C:34]([C:39]1[NH:43][C:42]([C@@H:44]3[CH2:48][C@H:47]([CH2:49][O:50][CH3:51])[CH2:46][N:45]3[C:52]([O:54][C:55]([CH3:58])([CH3:57])[CH3:56])=[O:53])=[N:41][CH:40]=1)=[CH:33][CH:32]=2)=[O:11])[CH:7]([CH3:9])[CH3:8])=[O:4].COC(N[C@H](C(N1[C@@H](C)CC[C@H]1C1NC2C3C(CCC=2N=1)=CC1C2C(COC=1C=3)=CC(C1NC([C@@H]3C[C@H](COC)CN3C(OC(C)(C)C)=O)=NC=1)=CC=2)=O)C(C)C)=O, predict the reaction product. The product is: [CH3:1][O:2][C:3]([NH:5][C@H:6]([C:10]([N:12]1[CH2:16][CH2:15][CH2:14][C@H:13]1[C:18]1[NH:22][C:21]2[C:23]3[C:28]([CH:29]=[CH:30][C:20]=2[N:19]=1)=[CH:27][C:26]1[C:31]2[C:36]([CH2:37][O:38][C:25]=1[CH:24]=3)=[CH:35][C:34]([C:39]1[NH:43][C:42]([C@@H:44]3[CH2:48][C@H:47]([CH2:49][O:50][CH3:51])[CH2:46][N:45]3[C:52]([O:54][C:55]([CH3:57])([CH3:56])[CH3:58])=[O:53])=[N:41][CH:40]=1)=[CH:33][CH:32]=2)=[O:11])[CH:7]([CH3:9])[CH3:8])=[O:4]. (3) The product is: [CH:31]([C:33]1[O:1][N:2]=[C:3]([N:5]2[CH2:6][CH2:7][CH:8]([CH:11]3[O:29][C:14]4=[CH:15][N:16]=[C:17]([C:19]5[CH:24]=[CH:23][C:22]([S:25]([CH3:28])(=[O:27])=[O:26])=[CH:21][CH:20]=5)[CH:18]=[C:13]4[CH2:12]3)[CH2:9][CH2:10]2)[N:4]=1)([CH3:32])[CH3:30]. Given the reactants [OH:1][NH:2][C:3]([N:5]1[CH2:10][CH2:9][CH:8]([CH:11]2[O:29][C:14]3=[CH:15][N:16]=[C:17]([C:19]4[CH:24]=[CH:23][C:22]([S:25]([CH3:28])(=[O:27])=[O:26])=[CH:21][CH:20]=4)[CH:18]=[C:13]3[CH2:12]2)[CH2:7][CH2:6]1)=[NH:4].[C:30](Cl)(=O)[CH:31]([CH3:33])[CH3:32].C(N(CC)CC)C, predict the reaction product.